From a dataset of Forward reaction prediction with 1.9M reactions from USPTO patents (1976-2016). Predict the product of the given reaction. Given the reactants [F:1][C:2]1[CH:10]=[C:9]2[C:5]([C:6](B3OC(C)(C)C(C)(C)O3)=[CH:7][N:8]2[C:11]([O:13][C:14]([CH3:17])([CH3:16])[CH3:15])=[O:12])=[CH:4][CH:3]=1.Br[C:28]1[CH:29]=[CH:30][C:31]2[S:35](=[O:37])(=[O:36])[N:34]([CH2:38][CH2:39][S:40]([NH:43][CH3:44])(=[O:42])=[O:41])[CH:33]([CH3:45])[C:32]=2[CH:46]=1.C([O-])([O-])=O.[Cs+].[Cs+], predict the reaction product. The product is: [F:1][C:2]1[CH:10]=[C:9]2[C:5]([C:6]([C:28]3[CH:29]=[CH:30][C:31]4[S:35](=[O:36])(=[O:37])[N:34]([CH2:38][CH2:39][S:40](=[O:41])(=[O:42])[NH:43][CH3:44])[CH:33]([CH3:45])[C:32]=4[CH:46]=3)=[CH:7][N:8]2[C:11]([O:13][C:14]([CH3:15])([CH3:16])[CH3:17])=[O:12])=[CH:4][CH:3]=1.